The task is: Predict the reaction yield, written as a fraction of the theoretical maximum amount of product (1.0 means a 100% yield; for example, 0.34 means a 34% yield).. This data is from Reaction yield outcomes from USPTO patents with 853,638 reactions. (1) The reactants are [Mg].II.[CH3:4][O:5][C:6]1[CH:7]=[C:8]([Mg]Br)[CH:9]=[CH:10][C:11]=1[O:12][CH3:13].[CH3:16][O:17][C:18]1[CH:25]=[CH:24][C:21]([CH:22]=[O:23])=[CH:20][C:19]=1[N+:26]([O-:28])=[O:27]. The catalyst is C1COCC1. The product is [CH3:16][O:17][C:18]1[CH:25]=[CH:24][C:21]([CH:22]([C:8]2[CH:9]=[CH:10][C:11]([O:12][CH3:13])=[C:6]([O:5][CH3:4])[CH:7]=2)[OH:23])=[CH:20][C:19]=1[N+:26]([O-:28])=[O:27]. The yield is 0.630. (2) The reactants are [C:1]([O:10]C)(=O)[C:2]1[C:3](=[CH:5][CH:6]=[CH:7][CH:8]=1)[SH:4].[C:12]([C:14]1[CH:19]=[CH:18][N:17]=[CH:16][CH:15]=1)#[N:13].C(N(CC)CC)C. The catalyst is C1(C)C=CC=CC=1. The product is [N:17]1[CH:18]=[CH:19][C:14]([C:12]2[S:4][C:3]3[CH:5]=[CH:6][CH:7]=[CH:8][C:2]=3[C:1](=[O:10])[N:13]=2)=[CH:15][CH:16]=1. The yield is 0.307. (3) The reactants are [H-].[Na+].[CH2:3]([O:5][C:6]([CH:8]1[C:13](=[O:14])[CH2:12][CH2:11][N:10]([CH2:15][C:16]2[CH:21]=[CH:20][CH:19]=[CH:18][CH:17]=2)[CH2:9]1)=[O:7])[CH3:4].[S:22](O[S:22]([C:25]([F:28])([F:27])[F:26])(=[O:24])=[O:23])([C:25]([F:28])([F:27])[F:26])(=[O:24])=[O:23]. The catalyst is CCCCCC.CCOCC. The product is [CH2:3]([O:5][C:6]([C:8]1[CH2:9][N:10]([CH2:15][C:16]2[CH:17]=[CH:18][CH:19]=[CH:20][CH:21]=2)[CH2:11][CH2:12][C:13]=1[O:14][S:22]([C:25]([F:28])([F:27])[F:26])(=[O:24])=[O:23])=[O:7])[CH3:4]. The yield is 0.840. (4) The reactants are [NH2:1][C:2]1[S:3][C:4]2[CH:10]=[C:9]([O:11][CH3:12])[CH:8]=[CH:7][C:5]=2[N:6]=1.Br[CH2:14][C:15]([C:17]1[CH:22]=[CH:21][C:20]([Br:23])=[CH:19][CH:18]=1)=O.C([O-])(O)=O.[Na+]. The catalyst is CCO. The product is [CH3:12][O:11][C:9]1[CH:8]=[CH:7][C:5]2[N:6]3[CH:14]=[C:15]([C:17]4[CH:22]=[CH:21][C:20]([Br:23])=[CH:19][CH:18]=4)[N:1]=[C:2]3[S:3][C:4]=2[CH:10]=1. The yield is 0.540. (5) The reactants are [SH:1][C:2]1[CH:7]=[CH:6][CH:5]=[CH:4][N:3]=1.C(=O)([O-])[O-].[K+].[K+].Cl[C:15]1[C:16]([C:22]([NH:24][C:25]2[S:26][CH:27]=[C:28]([CH3:30])[N:29]=2)=[O:23])=[N:17][C:18](Cl)=[CH:19][CH:20]=1.O. The catalyst is CN(C)C=O. The product is [N:3]1[CH:4]=[CH:5][CH:6]=[CH:7][C:2]=1[S:1][C:15]1[C:16]([C:22]([NH:24][C:25]2[S:26][CH:27]=[C:28]([CH3:30])[N:29]=2)=[O:23])=[N:17][C:18]([S:1][C:2]2[CH:7]=[CH:6][CH:5]=[CH:4][N:3]=2)=[CH:19][CH:20]=1. The yield is 0.230.